This data is from Catalyst prediction with 721,799 reactions and 888 catalyst types from USPTO. The task is: Predict which catalyst facilitates the given reaction. (1) Reactant: [S:1]1[CH:5]=[CH:4][CH:3]=[C:2]1[CH2:6][CH2:7][OH:8].[H-].[Na+].O1CCCC1.Br[CH2:17][CH2:18][O:19][CH2:20][CH2:21][CH2:22][CH3:23]. Product: [CH2:20]([O:19][CH2:18][CH2:17][O:8][CH2:7][CH2:6][C:2]1[S:1][CH:5]=[CH:4][CH:3]=1)[CH2:21][CH2:22][CH3:23]. The catalyst class is: 805. (2) Reactant: [CH2:1]([N:8]1[CH:13]=[CH:12][C:11]([OH:14])=[CH:10][C:9]1=[O:15])[C:2]1[CH:7]=[CH:6][CH:5]=[CH:4][CH:3]=1.C(N(CC)CC)C.[CH3:23][N:24]([C:28]1[CH:33]=[CH:32][CH:31]=[CH:30][CH:29]=1)[C:25](Cl)=[O:26].CO. Product: [CH3:23][N:24]([C:28]1[CH:33]=[CH:32][CH:31]=[CH:30][CH:29]=1)[C:25](=[O:26])[O:14][C:11]1[CH:12]=[CH:13][N:8]([CH2:1][C:2]2[CH:3]=[CH:4][CH:5]=[CH:6][CH:7]=2)[C:9](=[O:15])[CH:10]=1. The catalyst class is: 245. (3) Reactant: ClC(Cl)(Cl)C[O:4][C:5]([NH:7][C:8]1[N:12]([C:13]2[CH:18]=[CH:17][C:16]([CH3:19])=[CH:15][CH:14]=2)[N:11]=[C:10]([C:20]([CH3:23])([CH3:22])[CH3:21])[CH:9]=1)=O.[NH2:26][C:27]1[C:36]2[C:31](=[CH:32][CH:33]=[CH:34][CH:35]=2)[C:30]([C:37]2[CH:38]=[N:39][C:40]([N:43]([CH2:45][CH2:46][CH2:47][O:48][CH3:49])[CH3:44])=[CH:41][CH:42]=2)=[CH:29][CH:28]=1.C(N(C(C)C)CC)(C)C.CS(C)=O. Product: [C:20]([C:10]1[CH:9]=[C:8]([NH:7][C:5]([NH:26][C:27]2[C:36]3[C:31](=[CH:32][CH:33]=[CH:34][CH:35]=3)[C:30]([C:37]3[CH:38]=[N:39][C:40]([N:43]([CH2:45][CH2:46][CH2:47][O:48][CH3:49])[CH3:44])=[CH:41][CH:42]=3)=[CH:29][CH:28]=2)=[O:4])[N:12]([C:13]2[CH:18]=[CH:17][C:16]([CH3:19])=[CH:15][CH:14]=2)[N:11]=1)([CH3:23])([CH3:22])[CH3:21]. The catalyst class is: 13. (4) Reactant: [CH3:1][O:2][C:3]1[CH:4]=[C:5]2[C:9](=[CH:10][CH:11]=1)[N:8]([CH2:12][CH2:13][N:14]1[CH2:19][CH2:18][N:17]([CH3:20])[CH2:16][CH2:15]1)[C:7]([C:21]1[C:22]([CH3:28])=[N:23][N:24]([CH3:27])[C:25]=1[CH3:26])=[C:6]2[CH:29]=O.[CH3:31][NH:32][C:33]([NH:35][C:36]1[CH:37]=[CH:38][C:39]2[O:43][CH2:42][C:41](=[O:44])[C:40]=2[CH:45]=1)=[O:34].C([O-])([O-])=O.[Na+].[Na+]. Product: [CH3:1][O:2][C:3]1[CH:4]=[C:5]2[C:9](=[CH:10][CH:11]=1)[N:8]([CH2:12][CH2:13][N:14]1[CH2:15][CH2:16][N:17]([CH3:20])[CH2:18][CH2:19]1)[C:7]([C:21]1[C:22]([CH3:28])=[N:23][N:24]([CH3:27])[C:25]=1[CH3:26])=[C:6]2/[CH:29]=[C:42]1\[O:43][C:39]2[CH:38]=[CH:37][C:36]([NH:35][C:33]([NH:32][CH3:31])=[O:34])=[CH:45][C:40]=2[C:41]\1=[O:44]. The catalyst class is: 422. (5) Reactant: [CH3:1][C@H:2]1[C:9]([S:10][C@@H:11]2[CH2:15][NH:14][C@H:13]([CH2:16][NH:17][S:18]([NH2:21])(=[O:20])=[O:19])[CH2:12]2)=[C:8]([C:22]([OH:24])=[O:23])[N:7]2[C@H:3]1[C@@H:4]([C@H:25]([OH:27])[CH3:26])[C:5]2=[O:6]. Product: [CH3:1][C@H:2]1[C:9]([S:10][C@@H:11]2[CH2:15][NH:14][C@H:13]([CH2:16][NH:17][S:18]([NH2:21])(=[O:20])=[O:19])[CH2:12]2)=[C:8]([C:22]([OH:24])=[O:23])[N:7]2[C@H:3]1[C@@H:4]([C@H:25]([OH:27])[CH3:26])[C:5]2=[O:6].[OH2:6]. The catalyst class is: 6. (6) Reactant: [OH:1][C:2]1[CH:11]=[C:10]2[C:5]([CH:6]=[CH:7][CH:8]=[N:9]2)=[CH:4][CH:3]=1.N1C=CC=CC=1.[S:18](O[S:18]([C:21]([F:24])([F:23])[F:22])(=[O:20])=[O:19])([C:21]([F:24])([F:23])[F:22])(=[O:20])=[O:19]. Product: [F:22][C:21]([F:24])([F:23])[S:18]([O:1][C:2]1[CH:11]=[C:10]2[C:5]([CH:6]=[CH:7][CH:8]=[N:9]2)=[CH:4][CH:3]=1)(=[O:20])=[O:19]. The catalyst class is: 614.